From a dataset of Forward reaction prediction with 1.9M reactions from USPTO patents (1976-2016). Predict the product of the given reaction. (1) Given the reactants Br[C:2]1[CH:7]=[CH:6][N:5]=[CH:4][C:3]=1[N:8]([CH3:25])[C:9](=[O:24])[C:10]1[CH:15]=[C:14]([C:16]([F:19])([F:18])[F:17])[CH:13]=[C:12]([C:20]([F:23])([F:22])[F:21])[CH:11]=1.[CH3:26][O:27][C:28]1[C:33](B(O)O)=[CH:32][CH:31]=[C:30]([CH3:37])[N:29]=1, predict the reaction product. The product is: [CH3:26][O:27][C:28]1[C:33]([C:2]2[CH:7]=[CH:6][N:5]=[CH:4][C:3]=2[N:8]([CH3:25])[C:9](=[O:24])[C:10]2[CH:15]=[C:14]([C:16]([F:19])([F:18])[F:17])[CH:13]=[C:12]([C:20]([F:23])([F:22])[F:21])[CH:11]=2)=[CH:32][CH:31]=[C:30]([CH3:37])[N:29]=1. (2) Given the reactants C([O:4][CH:5]1[C:14]2[N:13]=[CH:12][CH:11]=[CH:10][C:9]=2[CH2:8][CH:7]([NH:15][C:16]([O:18][CH2:19][C:20]2[CH:25]=[CH:24][CH:23]=[CH:22][CH:21]=2)=[O:17])[CH2:6]1)(=O)C.C(=O)([O-])[O-].[K+].[K+], predict the reaction product. The product is: [CH2:19]([O:18][C:16]([NH:15][CH:7]1[CH2:6][CH:5]([OH:4])[C:14]2[N:13]=[CH:12][CH:11]=[CH:10][C:9]=2[CH2:8]1)=[O:17])[C:20]1[CH:25]=[CH:24][CH:23]=[CH:22][CH:21]=1. (3) Given the reactants [N+:1]([C:4]1[CH:13]=[CH:12][C:7]([C:8]([O:10][CH3:11])=[O:9])=[CH:6][C:5]=1[C:14](=[O:25])[NH:15][C:16]([C:19]1[CH:24]=[CH:23][CH:22]=[CH:21][CH:20]=1)([CH3:18])[CH3:17])([O-])=O, predict the reaction product. The product is: [NH2:1][C:4]1[CH:13]=[CH:12][C:7]([C:8]([O:10][CH3:11])=[O:9])=[CH:6][C:5]=1[C:14](=[O:25])[NH:15][C:16]([C:19]1[CH:20]=[CH:21][CH:22]=[CH:23][CH:24]=1)([CH3:18])[CH3:17]. (4) Given the reactants Cl.Cl[CH:3]([C:5]1[CH:6]=[C:7]2[C:12](=[CH:13][C:14]=1[O:15][CH3:16])[N:11]=[CH:10][N:9]=[C:8]2[NH:17][C:18]1[CH:23]=[CH:22][CH:21]=[C:20]([Cl:24])[C:19]=1[F:25])[CH3:4].[CH3:26][NH:27][C@@H:28]([C:30]([NH2:32])=[O:31])[CH3:29], predict the reaction product. The product is: [Cl:24][C:20]1[C:19]([F:25])=[C:18]([NH:17][C:8]2[C:7]3[C:12](=[CH:13][C:14]([O:15][CH3:16])=[C:5]([CH:3]([N:27]([CH3:26])[C@@H:28]([C:30]([NH2:32])=[O:31])[CH3:29])[CH3:4])[CH:6]=3)[N:11]=[CH:10][N:9]=2)[CH:23]=[CH:22][CH:21]=1.